From a dataset of Full USPTO retrosynthesis dataset with 1.9M reactions from patents (1976-2016). Predict the reactants needed to synthesize the given product. (1) Given the product [Cl:7][C:8]1[S:9][CH:10]=[C:11]([CH3:22])[C:12]=1[NH:13][C:14]1[NH:15][C:16]2=[CH:21][S:20][CH:19]=[C:17]2[N:18]=1, predict the reactants needed to synthesize it. The reactants are: C(=O)([O-])O.[Na+].Cl.[Cl:7][C:8]1[S:9][CH:10]=[C:11]([CH3:22])[C:12]=1[NH:13][C:14]1[NH:18][C:17]2=[CH:19][S:20][CH:21]=[C:16]2[N:15]=1. (2) Given the product [C:28]([O:32][C:33](=[O:48])[C@@H:34]([NH:40][C:41]([O:43][C:44]([CH3:47])([CH3:46])[CH3:45])=[O:42])[CH2:35][CH2:36][C:37](=[O:38])[NH:25][C:20]1[C:19]([C:17]2[O:16][N:15]=[C:14]([CH2:13][C:12]3[CH:26]=[CH:27][C:9]([CH2:8][O:7][C:2]4[CH:3]=[CH:4][CH:5]=[CH:6][N:1]=4)=[CH:10][CH:11]=3)[CH:18]=2)=[CH:24][CH:23]=[CH:22][N:21]=1)([CH3:31])([CH3:30])[CH3:29], predict the reactants needed to synthesize it. The reactants are: [N:1]1[CH:6]=[CH:5][CH:4]=[CH:3][C:2]=1[O:7][CH2:8][C:9]1[CH:27]=[CH:26][C:12]([CH2:13][C:14]2[CH:18]=[C:17]([C:19]3[C:20]([NH2:25])=[N:21][CH:22]=[CH:23][CH:24]=3)[O:16][N:15]=2)=[CH:11][CH:10]=1.[C:28]([O:32][C:33](=[O:48])[C@@H:34]([NH:40][C:41]([O:43][C:44]([CH3:47])([CH3:46])[CH3:45])=[O:42])[CH2:35][CH2:36][C:37](O)=[O:38])([CH3:31])([CH3:30])[CH3:29].C(N(CC)CC)C.F[P-](F)(F)(F)(F)F.N1(OC(N(C)C)=[N+](C)C)C2N=CC=CC=2N=N1. (3) Given the product [CH3:1][N:2]([CH3:15])[C:3]([C:5]1[CH:14]=[CH:13][C:8]2[N:9]=[C:10]([N:18]3[CH2:22][CH2:21][C@@H:20]([N:23]4[CH2:24][CH2:25][CH2:26][CH2:27][CH2:28]4)[CH2:19]3)[O:11][C:7]=2[CH:6]=1)=[O:4], predict the reactants needed to synthesize it. The reactants are: [CH3:1][N:2]([CH3:15])[C:3]([C:5]1[CH:14]=[CH:13][C:8]2[NH:9][C:10](=S)[O:11][C:7]=2[CH:6]=1)=[O:4].Cl.Cl.[NH:18]1[CH2:22][CH2:21][C@@H:20]([N:23]2[CH2:28][CH2:27][CH2:26][CH2:25][CH2:24]2)[CH2:19]1. (4) Given the product [CH3:3][Si:2]([O:8][P:9]([C:14]1[CH:19]=[CH:18][C:17]([F:20])=[CH:16][CH:15]=1)(=[O:13])[O:10][Si:2]([CH3:5])([CH3:4])[CH3:3])([CH3:5])[CH3:4], predict the reactants needed to synthesize it. The reactants are: Br[Si:2]([CH3:5])([CH3:4])[CH3:3].C([O:8][P:9]([C:14]1[CH:19]=[CH:18][C:17]([F:20])=[CH:16][CH:15]=1)(=[O:13])[O:10]CC)C. (5) Given the product [CH:30]([O:29][C:27](=[O:28])[NH:1][C:2]1[CH:3]=[C:4]2[O:10][C:9]([C:11]3[CH:12]=[C:13]([NH:18][C:19]([N:21]4[CH2:25][CH2:24][CH2:23][CH2:22]4)=[O:20])[CH:14]=[CH:15][C:16]=3[Cl:17])=[N:8][C:5]2=[N:6][CH:7]=1)([CH3:32])[CH3:31], predict the reactants needed to synthesize it. The reactants are: [NH2:1][C:2]1[CH:3]=[C:4]2[O:10][C:9]([C:11]3[CH:12]=[C:13]([NH:18][C:19]([N:21]4[CH2:25][CH2:24][CH2:23][CH2:22]4)=[O:20])[CH:14]=[CH:15][C:16]=3[Cl:17])=[N:8][C:5]2=[N:6][CH:7]=1.Cl[C:27]([O:29][CH:30]([CH3:32])[CH3:31])=[O:28].N1C=CC=CC=1. (6) Given the product [CH:1]1([CH2:6][C@H:7]([NH:17][C:18](=[O:24])[O:19][C:20]([CH3:22])([CH3:21])[CH3:23])[CH2:8][OH:9])[CH2:2][CH2:3][CH2:4][CH2:5]1, predict the reactants needed to synthesize it. The reactants are: [CH:1]1([CH2:6][C@H:7]([NH:17][C:18](=[O:24])[O:19][C:20]([CH3:23])([CH3:22])[CH3:21])[CH2:8][O:9][Si](C(C)(C)C)(C)C)[CH2:5][CH2:4][CH2:3][CH2:2]1.[N+](CCCC)(CCCC)(CCCC)CCCC.[F-].O.